Task: Regression. Given two drug SMILES strings and cell line genomic features, predict the synergy score measuring deviation from expected non-interaction effect.. Dataset: NCI-60 drug combinations with 297,098 pairs across 59 cell lines (1) Drug 1: C1=CC(=CC=C1C#N)C(C2=CC=C(C=C2)C#N)N3C=NC=N3. Drug 2: C1=CN(C=N1)CC(O)(P(=O)(O)O)P(=O)(O)O. Cell line: BT-549. Synergy scores: CSS=2.42, Synergy_ZIP=-3.00, Synergy_Bliss=-3.00, Synergy_Loewe=-3.29, Synergy_HSA=-3.29. (2) Drug 1: CC(CN1CC(=O)NC(=O)C1)N2CC(=O)NC(=O)C2. Drug 2: CC12CCC3C(C1CCC2OP(=O)(O)O)CCC4=C3C=CC(=C4)OC(=O)N(CCCl)CCCl.[Na+]. Cell line: SK-MEL-2. Synergy scores: CSS=24.6, Synergy_ZIP=-9.30, Synergy_Bliss=-6.67, Synergy_Loewe=-7.63, Synergy_HSA=-4.25. (3) Drug 1: C1CC(=O)NC(=O)C1N2CC3=C(C2=O)C=CC=C3N. Cell line: SF-539. Drug 2: CN(CC1=CN=C2C(=N1)C(=NC(=N2)N)N)C3=CC=C(C=C3)C(=O)NC(CCC(=O)O)C(=O)O. Synergy scores: CSS=23.3, Synergy_ZIP=-6.26, Synergy_Bliss=1.31, Synergy_Loewe=-11.7, Synergy_HSA=2.74. (4) Drug 1: CC12CCC3C(C1CCC2=O)CC(=C)C4=CC(=O)C=CC34C. Drug 2: CCC1(CC2CC(C3=C(CCN(C2)C1)C4=CC=CC=C4N3)(C5=C(C=C6C(=C5)C78CCN9C7C(C=CC9)(C(C(C8N6C)(C(=O)OC)O)OC(=O)C)CC)OC)C(=O)OC)O.OS(=O)(=O)O. Cell line: UO-31. Synergy scores: CSS=38.6, Synergy_ZIP=3.47, Synergy_Bliss=2.13, Synergy_Loewe=2.79, Synergy_HSA=2.82. (5) Drug 1: C1=CC(=CC=C1CCC2=CNC3=C2C(=O)NC(=N3)N)C(=O)NC(CCC(=O)O)C(=O)O. Drug 2: CN(C)C1=NC(=NC(=N1)N(C)C)N(C)C. Cell line: SK-OV-3. Synergy scores: CSS=36.1, Synergy_ZIP=1.65, Synergy_Bliss=-0.0473, Synergy_Loewe=-9.19, Synergy_HSA=-0.470. (6) Drug 1: COC1=CC(=CC(=C1O)OC)C2C3C(COC3=O)C(C4=CC5=C(C=C24)OCO5)OC6C(C(C7C(O6)COC(O7)C8=CC=CS8)O)O. Drug 2: B(C(CC(C)C)NC(=O)C(CC1=CC=CC=C1)NC(=O)C2=NC=CN=C2)(O)O. Cell line: EKVX. Synergy scores: CSS=20.9, Synergy_ZIP=-9.01, Synergy_Bliss=-2.45, Synergy_Loewe=-0.298, Synergy_HSA=-1.54. (7) Drug 1: C1CCN(CC1)CCOC2=CC=C(C=C2)C(=O)C3=C(SC4=C3C=CC(=C4)O)C5=CC=C(C=C5)O. Drug 2: CS(=O)(=O)OCCCCOS(=O)(=O)C. Cell line: HCT116. Synergy scores: CSS=21.1, Synergy_ZIP=-3.57, Synergy_Bliss=0.725, Synergy_Loewe=-0.353, Synergy_HSA=-0.892. (8) Drug 1: CC1=CC=C(C=C1)C2=CC(=NN2C3=CC=C(C=C3)S(=O)(=O)N)C(F)(F)F. Drug 2: C1CN(P(=O)(OC1)NCCCl)CCCl. Cell line: NCI-H522. Synergy scores: CSS=-1.40, Synergy_ZIP=-0.576, Synergy_Bliss=-3.42, Synergy_Loewe=-5.77, Synergy_HSA=-4.26. (9) Drug 1: C1CCC(C1)C(CC#N)N2C=C(C=N2)C3=C4C=CNC4=NC=N3. Drug 2: C1=CC=C(C=C1)NC(=O)CCCCCCC(=O)NO. Cell line: HT29. Synergy scores: CSS=2.67, Synergy_ZIP=-1.44, Synergy_Bliss=2.86, Synergy_Loewe=-14.2, Synergy_HSA=-1.97. (10) Drug 1: CC1C(C(CC(O1)OC2CC(CC3=C2C(=C4C(=C3O)C(=O)C5=C(C4=O)C(=CC=C5)OC)O)(C(=O)C)O)N)O.Cl. Drug 2: CC(C)(C#N)C1=CC(=CC(=C1)CN2C=NC=N2)C(C)(C)C#N. Cell line: OVCAR-4. Synergy scores: CSS=1.43, Synergy_ZIP=-2.57, Synergy_Bliss=-5.66, Synergy_Loewe=-6.12, Synergy_HSA=-4.79.